Dataset: NCI-60 drug combinations with 297,098 pairs across 59 cell lines. Task: Regression. Given two drug SMILES strings and cell line genomic features, predict the synergy score measuring deviation from expected non-interaction effect. Drug 1: CC1=CC2C(CCC3(C2CCC3(C(=O)C)OC(=O)C)C)C4(C1=CC(=O)CC4)C. Drug 2: CN(CC1=CN=C2C(=N1)C(=NC(=N2)N)N)C3=CC=C(C=C3)C(=O)NC(CCC(=O)O)C(=O)O. Cell line: PC-3. Synergy scores: CSS=38.2, Synergy_ZIP=2.39, Synergy_Bliss=-0.0248, Synergy_Loewe=-23.3, Synergy_HSA=-4.30.